The task is: Predict which catalyst facilitates the given reaction.. This data is from Catalyst prediction with 721,799 reactions and 888 catalyst types from USPTO. Reactant: [C:1]([O:5][C:6]([NH:8][CH2:9][CH2:10][C@H:11]([NH:41]C(=O)OCC1C=CC=CC=1)[C:12]([NH:14][C:15]1[CH:16]=[N:17][N:18]([CH3:40])[C:19]=1[NH:20][C:21]([C:34]1[CH:39]=[CH:38][CH:37]=[CH:36][CH:35]=1)([C:28]1[CH:33]=[CH:32][CH:31]=[CH:30][CH:29]=1)[C:22]1[CH:27]=[CH:26][CH:25]=[CH:24][CH:23]=1)=[O:13])=[O:7])([CH3:4])([CH3:3])[CH3:2].[C:60](O[C:60]([O:62][C:63]([CH3:66])([CH3:65])[CH3:64])=[O:61])([O:62][C:63]([CH3:66])([CH3:65])[CH3:64])=[O:61]. Product: [C:1]([O:5][C:6]([NH:8][CH2:9][CH2:10][C@H:11]([NH:41][C:60](=[O:61])[O:62][C:63]([CH3:64])([CH3:65])[CH3:66])[C:12]([NH:14][C:15]1[CH:16]=[N:17][N:18]([CH3:40])[C:19]=1[NH:20][C:21]([C:34]1[CH:35]=[CH:36][CH:37]=[CH:38][CH:39]=1)([C:22]1[CH:23]=[CH:24][CH:25]=[CH:26][CH:27]=1)[C:28]1[CH:33]=[CH:32][CH:31]=[CH:30][CH:29]=1)=[O:13])=[O:7])([CH3:3])([CH3:4])[CH3:2]. The catalyst class is: 312.